Dataset: CYP3A4 inhibition data for predicting drug metabolism from PubChem BioAssay. Task: Regression/Classification. Given a drug SMILES string, predict its absorption, distribution, metabolism, or excretion properties. Task type varies by dataset: regression for continuous measurements (e.g., permeability, clearance, half-life) or binary classification for categorical outcomes (e.g., BBB penetration, CYP inhibition). Dataset: cyp3a4_veith. (1) The molecule is CC(C)(C)c1ccc(OCC(=O)O)c(Cl)c1. The result is 0 (non-inhibitor). (2) The molecule is Cc1ccc2[nH]c3c(c2c1)CN(C(=O)CN1c2ccc(F)cc2CCC1C)CC3. The result is 1 (inhibitor). (3) The compound is Cc1ccc(S(=O)(=O)NC(=O)OC23COCN2COC3)cc1. The result is 0 (non-inhibitor).